Dataset: Full USPTO retrosynthesis dataset with 1.9M reactions from patents (1976-2016). Task: Predict the reactants needed to synthesize the given product. (1) Given the product [F:14][C:8]1[C:9]([F:13])=[CH:10][CH:11]=[CH:12][C:7]=1[C:3]1([OH:6])[CH2:4][N:22]([CH2:20][CH3:21])[CH2:2]1, predict the reactants needed to synthesize it. The reactants are: Cl[CH2:2][C:3]([C:7]1[CH:12]=[CH:11][CH:10]=[C:9]([F:13])[C:8]=1[F:14])([OH:6])[CH2:4]Cl.C(=O)(O)[O-].[Na+].[CH2:20]([NH2:22])[CH3:21].O. (2) Given the product [OH:19][CH2:18][C:17]1[C:8]([C:5]2[CH:6]=[CH:7][C:2]([O:1][C:35](=[O:36])[C:34]3[CH:38]=[CH:39][CH:40]=[CH:41][C:33]=3[CH3:32])=[CH:3][C:4]=2[O:23][CH3:24])=[CH:9][CH:10]=[C:11]2[C:16]=1[NH:15][C:14](=[O:20])[C:13]([CH3:21])([CH3:22])[NH:12]2, predict the reactants needed to synthesize it. The reactants are: [OH:1][C:2]1[CH:7]=[CH:6][C:5]([C:8]2[C:17]([CH2:18][OH:19])=[C:16]3[C:11]([NH:12][C:13]([CH3:22])([CH3:21])[C:14](=[O:20])[NH:15]3)=[CH:10][CH:9]=2)=[C:4]([O:23][CH3:24])[CH:3]=1.C(N(CC)CC)C.[CH3:32][C:33]1[CH:41]=[CH:40][CH:39]=[CH:38][C:34]=1[C:35](Cl)=[O:36]. (3) Given the product [CH3:9][O:10][C:11](=[O:12])[C:13]1[CH:18]=[CH:17][C:16]([C:2]2[S:6][C:5]([CH:7]=[O:8])=[CH:4][CH:3]=2)=[CH:15][CH:14]=1, predict the reactants needed to synthesize it. The reactants are: Br[C:2]1[S:6][C:5]([CH:7]=[O:8])=[CH:4][CH:3]=1.[CH3:9][O:10][C:11]([C:13]1[CH:18]=[CH:17][C:16](B(O)O)=[CH:15][CH:14]=1)=[O:12].[F-].[K+].C(P(C(C)(C)C)C(C)(C)C)(C)(C)C.CCCCCC. (4) The reactants are: [Cl:1][C:2]1[CH:10]=[CH:9][C:5]([C:6](Cl)=[O:7])=[CH:4][C:3]=1[N+:11]([O-:13])=[O:12].[Br:14][C:15]1[S:19][C:18]([NH2:20])=[N:17][CH:16]=1. Given the product [Br:14][C:15]1[S:19][C:18]([NH:20][C:6](=[O:7])[C:5]2[CH:9]=[CH:10][C:2]([Cl:1])=[C:3]([N+:11]([O-:13])=[O:12])[CH:4]=2)=[N:17][CH:16]=1, predict the reactants needed to synthesize it. (5) Given the product [CH3:11][O:12][C:13]1[CH:24]=[CH:23][C:16]([CH2:17][C:18]2([C:21]#[N:22])[CH2:19][CH2:20]2)=[CH:15][CH:14]=1, predict the reactants needed to synthesize it. The reactants are: C[Si]([N-][Si](C)(C)C)(C)C.[Na+].[CH3:11][O:12][C:13]1[CH:24]=[CH:23][C:16]([CH2:17][C:18]2([C:21]#[N:22])[CH2:20][CH2:19]2)=[CH:15][CH:14]=1.C1(C#N)CC1.ClCC1C=CC(OC)=CC=1. (6) Given the product [Cl:1][C:2]1[CH:3]=[C:4]([C:9]2[CH:14]=[CH:13][C:12]([C:15]3([C:16]#[N:17])[CH2:20][CH2:19]3)=[CH:11][C:10]=2[F:18])[CH:5]=[CH:6][C:7]=1[Cl:8], predict the reactants needed to synthesize it. The reactants are: [Cl:1][C:2]1[CH:3]=[C:4]([C:9]2[CH:14]=[CH:13][C:12]([CH2:15][C:16]#[N:17])=[CH:11][C:10]=2[F:18])[CH:5]=[CH:6][C:7]=1[Cl:8].[CH2:19](Br)[CH2:20]Br.C1(C)C=CC=CC=1.[OH-].[Na+].